This data is from Reaction yield outcomes from USPTO patents with 853,638 reactions. The task is: Predict the reaction yield, written as a fraction of the theoretical maximum amount of product (1.0 means a 100% yield; for example, 0.34 means a 34% yield). (1) The reactants are [NH2:1][C:2]1[C:10]2[C:9]([C:11]3[CH:16]=[CH:15][CH:14]=[C:13]([O:17]C)[C:12]=3[F:19])=[N:8][C:7](S(C)=O)=[N:6][C:5]=2[S:4][C:3]=1[C:23]([NH2:25])=[O:24].[NH2:26][C@H:27]([CH2:30][CH3:31])[CH2:28][OH:29].O. The catalyst is CN(C=O)C. The product is [NH2:1][C:2]1[C:10]2[C:9]([C:11]3[CH:16]=[CH:15][CH:14]=[C:13]([OH:17])[C:12]=3[F:19])=[N:8][C:7]([NH:26][C@H:27]([CH2:30][CH3:31])[CH2:28][OH:29])=[N:6][C:5]=2[S:4][C:3]=1[C:23]([NH2:25])=[O:24]. The yield is 0.0160. (2) The reactants are [Br:1][C:2]1[N:3]=[C:4]([C:9]#[C:10][Si](C)(C)C)[C:5]([NH2:8])=[N:6][CH:7]=1.[H-].[Na+].[C:17]1([CH3:27])[CH:22]=[CH:21][C:20]([S:23](Cl)(=[O:25])=[O:24])=[CH:19][CH:18]=1. The catalyst is CN(C=O)C. The product is [Br:1][C:2]1[N:3]=[C:4]2[CH:9]=[CH:10][N:8]([S:23]([C:20]3[CH:21]=[CH:22][C:17]([CH3:27])=[CH:18][CH:19]=3)(=[O:25])=[O:24])[C:5]2=[N:6][CH:7]=1. The yield is 0.520. (3) The reactants are I[C:2]1[CH:22]=[N:21][C:5]2[NH:6][CH2:7][C:8](=[O:20])[N:9]([CH2:10][C:11]3[CH:16]=[C:15]([F:17])[C:14]([F:18])=[CH:13][C:12]=3[F:19])[C:4]=2[CH:3]=1.[CH3:23][N:24]1[CH2:29][CH2:28][N:27]([C:30]([C:32]2[CH:37]=[CH:36][C:35](B3OC(C)(C)C(C)(C)O3)=[CH:34][CH:33]=2)=[O:31])[CH2:26][CH2:25]1. No catalyst specified. The product is [CH3:23][N:24]1[CH2:29][CH2:28][N:27]([C:30]([C:32]2[CH:37]=[CH:36][C:35]([C:2]3[CH:22]=[N:21][C:5]4[NH:6][CH2:7][C:8](=[O:20])[N:9]([CH2:10][C:11]5[CH:16]=[C:15]([F:17])[C:14]([F:18])=[CH:13][C:12]=5[F:19])[C:4]=4[CH:3]=3)=[CH:34][CH:33]=2)=[O:31])[CH2:26][CH2:25]1. The yield is 0.320. (4) The reactants are [CH2:1]([O:3][CH:4]1[CH2:9][CH2:8][NH:7][CH2:6][CH2:5]1)[CH3:2].C(N(CC)CC)C.F[C:18]1[CH:23]=[CH:22][C:21]([N+:24]([O-:26])=[O:25])=[CH:20][CH:19]=1. No catalyst specified. The product is [CH2:1]([O:3][CH:4]1[CH2:9][CH2:8][N:7]([C:18]2[CH:23]=[CH:22][C:21]([N+:24]([O-:26])=[O:25])=[CH:20][CH:19]=2)[CH2:6][CH2:5]1)[CH3:2]. The yield is 0.990. (5) The reactants are [Cl:1][C:2]1[N:7]=[C:6]([NH:8][CH2:9][CH3:10])[C:5]([NH2:11])=[CH:4][CH:3]=1.[N:12]#[C:13]Br.C(Cl)Cl.N. The catalyst is C(O)C.CO. The product is [Cl:1][C:2]1[N:7]=[C:6]2[N:8]([CH2:9][CH3:10])[C:13]([NH2:12])=[N:11][C:5]2=[CH:4][CH:3]=1. The yield is 0.460. (6) The reactants are [O:1]=[C:2]1[C:10]2[C:5](=[CH:6][CH:7]=[CH:8][CH:9]=2)[C:4](=[O:11])[N:3]1[CH2:12][C:13]1[CH:35]=[CH:34][C:16]2[NH:17][C:18]([CH2:20][C:21]3[N:25]([CH3:26])[C:24]4[CH:27]=[CH:28][C:29]([C:31]([OH:33])=O)=[CH:30][C:23]=4[N:22]=3)=[N:19][C:15]=2[CH:14]=1.ON1C2C=CC=CC=2N=N1.Cl.C[N:48](C)[CH2:49][CH2:50][CH2:51][N:52]=C=NCC.NCCCN.CN1CCOCC1. The catalyst is C(Cl)Cl.CN(C=O)C. The product is [O:1]=[C:2]1[C:10]2[C:5](=[CH:6][CH:7]=[CH:8][CH:9]=2)[C:4](=[O:11])[N:3]1[CH2:12][C:13]1[CH:35]=[CH:34][C:16]2[N:17]=[C:18]([CH2:20][C:21]3[N:25]([CH3:26])[C:24]4[CH:27]=[CH:28][C:29]([C:31]([NH:48][CH2:49][CH2:50][CH2:51][NH2:52])=[O:33])=[CH:30][C:23]=4[N:22]=3)[NH:19][C:15]=2[CH:14]=1. The yield is 0.280. (7) The reactants are [CH3:1][N:2]([S:24]([C:27]1[S:28][CH:29]=[CH:30][CH:31]=1)(=[O:26])=[O:25])[C:3]1[CH:4]=[CH:5][CH:6]=[C:7]2[C:11]=1[NH:10][C:9]([C:12]1[S:13][C:14]([CH2:17][CH2:18][C:19]([O:21]CC)=[O:20])=[CH:15][N:16]=1)=[CH:8]2.[OH-].[Na+].O1CCCC1. The catalyst is CO. The product is [CH3:1][N:2]([S:24]([C:27]1[S:28][CH:29]=[CH:30][CH:31]=1)(=[O:25])=[O:26])[C:3]1[CH:4]=[CH:5][CH:6]=[C:7]2[C:11]=1[NH:10][C:9]([C:12]1[S:13][C:14]([CH2:17][CH2:18][C:19]([OH:21])=[O:20])=[CH:15][N:16]=1)=[CH:8]2. The yield is 0.990.